Dataset: CYP2D6 inhibition data for predicting drug metabolism from PubChem BioAssay. Task: Regression/Classification. Given a drug SMILES string, predict its absorption, distribution, metabolism, or excretion properties. Task type varies by dataset: regression for continuous measurements (e.g., permeability, clearance, half-life) or binary classification for categorical outcomes (e.g., BBB penetration, CYP inhibition). Dataset: cyp2d6_veith. (1) The compound is O=C(COc1ccc(Br)cc1)N1CCC(c2ccccc2)C1. The result is 1 (inhibitor). (2) The drug is COc1ccc(CNc2ncncc2-c2cccc(C#N)c2)c(OC)c1. The result is 1 (inhibitor). (3) The compound is CCCN(CCC)S(=O)(=O)c1ccc(C(=O)O)cc1. The result is 0 (non-inhibitor). (4) The molecule is CN(C)c1ccc(NC(=O)CN2CCN(c3ccccc3F)CC2)cc1. The result is 0 (non-inhibitor).